Binary Classification. Given a T-cell receptor sequence (or CDR3 region) and an epitope sequence, predict whether binding occurs between them. From a dataset of TCR-epitope binding with 47,182 pairs between 192 epitopes and 23,139 TCRs. (1) The epitope is ILGLPTQTV. The TCR CDR3 sequence is CSVGDSYGYTF. Result: 1 (the TCR binds to the epitope). (2) The epitope is YFPLQSYGF. The TCR CDR3 sequence is CASSPGGYEQYF. Result: 0 (the TCR does not bind to the epitope). (3) The epitope is TFYLTNDVSFL. The TCR CDR3 sequence is CASSLALRQESREQYF. Result: 0 (the TCR does not bind to the epitope). (4) Result: 1 (the TCR binds to the epitope). The TCR CDR3 sequence is CASSQSQQPWGTLYNEQFF. The epitope is IVDTVSALV. (5) The epitope is FLNRFTTTL. The TCR CDR3 sequence is CASRDSGVRRNEQFF. Result: 0 (the TCR does not bind to the epitope).